From a dataset of Reaction yield outcomes from USPTO patents with 853,638 reactions. Predict the reaction yield, written as a fraction of the theoretical maximum amount of product (1.0 means a 100% yield; for example, 0.34 means a 34% yield). (1) The reactants are [Cl:1][C:2]1[CH:13]=[CH:12][C:5]([O:6][CH2:7][CH:8]([NH2:11])[CH2:9][NH2:10])=[CH:4][CH:3]=1.[C:14](O)(=O)C.C(N)=N. The catalyst is C(O)C. The product is [Cl:1][C:2]1[CH:3]=[CH:4][C:5]([O:6][CH2:7][CH:8]2[CH2:9][NH:10][CH:14]=[N:11]2)=[CH:12][CH:13]=1. The yield is 0.320. (2) The catalyst is C1COCC1. The reactants are [Br:1][C:2]1[CH:3]=[CH:4][C:5]2[NH:11][C:10](=O)[CH2:9][O:8][C:7]([CH3:18])([C:13]3[S:14][CH:15]=[CH:16][CH:17]=3)[C:6]=2[CH:19]=1.[H-].[Al+3].[Li+].[H-].[H-].[H-].[Cl-].[NH4+].C(OCC)(=O)C. The product is [Br:1][C:2]1[CH:3]=[CH:4][C:5]2[NH:11][CH2:10][CH2:9][O:8][C:7]([CH3:18])([C:13]3[S:14][CH:15]=[CH:16][CH:17]=3)[C:6]=2[CH:19]=1. The yield is 0.850. (3) The reactants are [CH2:1]([O:8][C:9]1[C:31]([O:32][CH3:33])=[CH:30][C:12]2[CH:13]3[N:18]([CH:19]([CH:21]([CH3:23])[CH3:22])[CH2:20][C:11]=2[CH:10]=1)[CH:17]=[C:16]([C:24]([O:26][CH2:27][CH3:28])=[O:25])[C:15](=[O:29])[CH2:14]3)[C:2]1[CH:7]=[CH:6][CH:5]=[CH:4][CH:3]=1.C1(Cl)C(=O)C(Cl)=C(Cl)C(=O)C=1Cl. The catalyst is COCCOC. The product is [CH2:1]([O:8][C:9]1[C:31]([O:32][CH3:33])=[CH:30][C:12]2[C:13]3[N:18]([CH:19]([CH:21]([CH3:23])[CH3:22])[CH2:20][C:11]=2[CH:10]=1)[CH:17]=[C:16]([C:24]([O:26][CH2:27][CH3:28])=[O:25])[C:15](=[O:29])[CH:14]=3)[C:2]1[CH:7]=[CH:6][CH:5]=[CH:4][CH:3]=1. The yield is 0.690. (4) The reactants are [NH2:1][C:2]1[C:3]([C:12]([NH2:14])=[O:13])=[N:4][N:5]2[CH2:10][CH2:9][NH:8][C:7](=[O:11])[C:6]=12.[F:15][C:16]([F:31])([F:30])[C:17]1[C:25]2[CH2:24][CH2:23][CH2:22][CH2:21][C:20]=2[N:19]([CH2:26][C:27](O)=[O:28])[N:18]=1.[I-].ClC1C=CC=C[N+]=1C.C(N(CC)C(C)C)(C)C. The catalyst is O1CCOCC1. The product is [O:11]=[C:7]1[NH:8][CH2:9][CH2:10][N:5]2[N:4]=[C:3]([C:12]([NH2:14])=[O:13])[C:2]([NH:1][C:27](=[O:28])[CH2:26][N:19]3[C:20]4[CH2:21][CH2:22][CH2:23][CH2:24][C:25]=4[C:17]([C:16]([F:30])([F:15])[F:31])=[N:18]3)=[C:6]12. The yield is 0.230. (5) The reactants are [F:1][C:2]1[C:8]([O:9][CH3:10])=[CH:7][C:6]([O:11][CH3:12])=[C:5]([F:13])[C:3]=1[NH2:4].[Cl:14][C:15]1[C:20]([CH2:21]Cl)=[CH:19][N:18]=[C:17]2[N:23]([CH2:26][C:27]3[CH:32]=[CH:31][C:30]([O:33][CH3:34])=[CH:29][CH:28]=3)[N:24]=[CH:25][C:16]=12. The catalyst is C(N(CC)C(C)C)(C)C. The product is [Cl:14][C:15]1[C:20]([CH2:21][NH:4][C:3]2[C:2]([F:1])=[C:8]([O:9][CH3:10])[CH:7]=[C:6]([O:11][CH3:12])[C:5]=2[F:13])=[CH:19][N:18]=[C:17]2[N:23]([CH2:26][C:27]3[CH:32]=[CH:31][C:30]([O:33][CH3:34])=[CH:29][CH:28]=3)[N:24]=[CH:25][C:16]=12. The yield is 0.710. (6) The reactants are [OH:1][CH:2]([C:5]1[CH:6]=[C:7]2[C:12](=[CH:13][C:14]=1[C:15]([F:18])([F:17])[F:16])[NH:11][C:10](=[O:19])[N:9]([NH:20][S:21]([CH3:24])(=[O:23])=[O:22])[C:8]2=[O:25])[CH2:3][CH3:4].[H-].[Na+].[C:28](Cl)(=[O:34])[CH2:29][CH2:30][CH2:31][CH2:32][CH3:33]. The catalyst is CN(C=O)C. The product is [C:28]([N:20]([N:9]1[C:8](=[O:25])[C:7]2[C:12](=[CH:13][C:14]([C:15]([F:16])([F:18])[F:17])=[C:5]([CH:2]([OH:1])[CH2:3][CH3:4])[CH:6]=2)[NH:11][C:10]1=[O:19])[S:21]([CH3:24])(=[O:23])=[O:22])(=[O:34])[CH2:29][CH2:30][CH2:31][CH2:32][CH3:33]. The yield is 0.460. (7) The reactants are Br[CH2:2][CH2:3][CH2:4][CH3:5].[OH:6][C:7]1[CH:12]=[CH:11][C:10]([S:13][C:14]2[CH:19]=[CH:18][C:17]([OH:20])=[CH:16][CH:15]=2)=[CH:9][CH:8]=1.C(=O)([O-])[O-].[K+].[K+].CN(C=O)C.[C:32]1(C)[CH:37]=CC=[CH:34][CH:33]=1. The catalyst is O. The product is [CH2:2]([O:20][C:17]1[CH:18]=[CH:19][C:14]([S:13][C:10]2[CH:11]=[CH:12][C:7]([O:6][CH2:37][CH2:32][CH2:33][CH3:34])=[CH:8][CH:9]=2)=[CH:15][CH:16]=1)[CH2:3][CH2:4][CH3:5]. The yield is 0.990.